This data is from Cav3 T-type calcium channel HTS with 100,875 compounds. The task is: Binary Classification. Given a drug SMILES string, predict its activity (active/inactive) in a high-throughput screening assay against a specified biological target. (1) The drug is s1c2CC(CCc2c2c1nnn(c2=O)CCC)C. The result is 0 (inactive). (2) The result is 0 (inactive). The compound is O(C(=O)N1CCN(CC1)C(=O)c1ccc(NC(=O)c2ccc(cc2)C)cc1)CC. (3) The drug is S(=O)(=O)(NCC)c1ccc(OCCNS(=O)(=O)C)cc1. The result is 0 (inactive). (4) The drug is S=C1N(C(=CC(N1)(C)C)C)c1c2c(ccc1)cccc2. The result is 0 (inactive).